Dataset: Catalyst prediction with 721,799 reactions and 888 catalyst types from USPTO. Task: Predict which catalyst facilitates the given reaction. (1) Reactant: C(OC([N:11]1[CH2:16][CH2:15][C:14]([OH:18])([CH3:17])[CH:13]([F:19])[CH2:12]1)=O)C1C=CC=CC=1. Product: [F:19][CH:13]1[C:14]([CH3:17])([OH:18])[CH2:15][CH2:16][NH:11][CH2:12]1. The catalyst class is: 8. (2) Reactant: [CH:1]1([CH:4]=O)[CH2:3][CH2:2]1.[CH3:6][C:7]([S:10]([NH2:12])=[O:11])([CH3:9])[CH3:8].S([O-])([O-])(=O)=O.[Mg+2].CC1C=CC(S([O-])(=O)=O)=CC=1.C1C=C[NH+]=CC=1. Product: [CH:1]1(/[CH:4]=[N:12]/[S:10]([C:7]([CH3:9])([CH3:8])[CH3:6])=[O:11])[CH2:3][CH2:2]1. The catalyst class is: 2. (3) Reactant: C(O)C.C([O:11][C:12]1[CH:37]=[CH:36][C:15]([CH:16]=[C:17]2[CH2:22][CH2:21][N:20]([C:23]3[CH:28]=[CH:27][C:26]([O:29][CH:30]4[CH2:35][CH2:34][CH2:33][CH2:32][O:31]4)=[CH:25][CH:24]=3)[CH2:19][CH2:18]2)=[CH:14][CH:13]=1)C1C=CC=CC=1. Product: [O:31]1[CH2:32][CH2:33][CH2:34][CH2:35][CH:30]1[O:29][C:26]1[CH:27]=[CH:28][C:23]([N:20]2[CH2:21][CH2:22][CH:17]([CH2:16][C:15]3[CH:36]=[CH:37][C:12]([OH:11])=[CH:13][CH:14]=3)[CH2:18][CH2:19]2)=[CH:24][CH:25]=1. The catalyst class is: 153. (4) Reactant: [C:1]1([CH:14]=CC=CN=1)[S:2][S:3][C:4]1[CH:9]=[CH:8][CH:7]=[CH:6][N:5]=1.[C:15](O)(=[O:17])C.C1COCC1. Product: [N:5]1[CH:6]=[CH:7][CH:8]=[CH:9][C:4]=1[S:3][S:2][C@H:1]([CH3:14])[CH2:15][OH:17]. The catalyst class is: 8. (5) Reactant: Br[C:2]1C=CC(O)=[C:6]([C:8]2[CH:17]=[CH:16][C:15]3[C:10](=[CH:11][CH:12]=[C:13]([C:18]4[N:22]([CH:23]5[CH2:28][CH2:27][CH2:26][CH2:25][CH2:24]5)[C:21]5[CH:29]=[CH:30][C:31]([C:33]([OH:35])=[O:34])=[CH:32][C:20]=5[N:19]=4)[CH:14]=3)[N:9]=2)[CH:7]=1.C(OC(C1C=CC2N(C3CCCCC3)C(C3C=CC(N)=C(C=O)C=3)=NC=2C=1)=O)C.[NH2:66][C:67]1[S:68]C(C(=O)C)=C(C)[N:71]=1.[OH-].[K+]. Product: [NH2:71][C:67]1[S:68][C:6]([C:8]2[CH:17]=[CH:16][C:15]3[C:10](=[CH:11][CH:12]=[C:13]([C:18]4[N:22]([CH:23]5[CH2:24][CH2:25][CH2:26][CH2:27][CH2:28]5)[C:21]5[CH:29]=[CH:30][C:31]([C:33]([OH:35])=[O:34])=[CH:32][C:20]=5[N:19]=4)[CH:14]=3)[N:9]=2)=[C:7]([CH3:2])[N:66]=1. The catalyst class is: 8.